This data is from Catalyst prediction with 721,799 reactions and 888 catalyst types from USPTO. The task is: Predict which catalyst facilitates the given reaction. Reactant: [OH:1][C:2]1[CH:3]=[C:4]([CH:15]=[C:16]([O:18][C@@H:19]([CH3:23])[CH2:20][O:21][CH3:22])[CH:17]=1)[C:5]([NH:7][C:8]1[CH:13]=[N:12][C:11]([CH3:14])=[CH:10][N:9]=1)=[O:6].F[C:25]1[CH:37]=[CH:36][C:28]2[S:29](=[O:35])(=[O:34])[CH2:30][CH2:31][CH2:32][O:33][C:27]=2[CH:26]=1.C(=O)([O-])[O-].[K+].[K+].C(OCC)(=O)C. Product: [O:35]=[S:29]1(=[O:34])[C:28]2[CH:36]=[CH:37][C:25]([O:1][C:2]3[CH:3]=[C:4]([CH:15]=[C:16]([O:18][C@@H:19]([CH3:23])[CH2:20][O:21][CH3:22])[CH:17]=3)[C:5]([NH:7][C:8]3[CH:13]=[N:12][C:11]([CH3:14])=[CH:10][N:9]=3)=[O:6])=[CH:26][C:27]=2[O:33][CH2:32][CH2:31][CH2:30]1. The catalyst class is: 47.